This data is from Peptide-MHC class I binding affinity with 185,985 pairs from IEDB/IMGT. The task is: Regression. Given a peptide amino acid sequence and an MHC pseudo amino acid sequence, predict their binding affinity value. This is MHC class I binding data. (1) The peptide sequence is GTSKIKMKW. The MHC is HLA-B15:09 with pseudo-sequence HLA-B15:09. The binding affinity (normalized) is 0.0847. (2) The peptide sequence is PSEKRIGAY. The MHC is HLA-B48:01 with pseudo-sequence HLA-B48:01. The binding affinity (normalized) is 0.0847. (3) The peptide sequence is EIVSHLRAST. The MHC is HLA-A02:03 with pseudo-sequence HLA-A02:03. The binding affinity (normalized) is 0.266. (4) The peptide sequence is ILGGGLLVGLLPAV. The MHC is HLA-A68:02 with pseudo-sequence HLA-A68:02. The binding affinity (normalized) is 0.0818. (5) The peptide sequence is RVGIYFGMK. The MHC is HLA-A02:11 with pseudo-sequence HLA-A02:11. The binding affinity (normalized) is 0.0847. (6) The peptide sequence is RMYSPTSI. The MHC is HLA-B54:01 with pseudo-sequence HLA-B54:01. The binding affinity (normalized) is 0.